This data is from Forward reaction prediction with 1.9M reactions from USPTO patents (1976-2016). The task is: Predict the product of the given reaction. (1) Given the reactants [CH3:1][O:2][C:3](=[O:17])[CH:4]([C:6]1[CH:15]=[CH:14][C:13]2[C:8](=[CH:9][CH:10]=[C:11]([OH:16])[CH:12]=2)[CH:7]=1)[CH3:5].N1C=CC=CC=1.[Br:24][CH2:25][C:26](Cl)=[O:27], predict the reaction product. The product is: [CH3:1][O:2][C:3](=[O:17])[CH:4]([C:6]1[CH:15]=[CH:14][C:13]2[C:8](=[CH:9][CH:10]=[C:11]([O:16][C:26](=[O:27])[CH2:25][Br:24])[CH:12]=2)[CH:7]=1)[CH3:5]. (2) Given the reactants [C:1]([OH:9])(=O)[C:2]1[CH:7]=[CH:6][N:5]=[CH:4][CH:3]=1.C1(N=C=N[CH:19]2[CH2:24]CCCC2)CCCCC1.O.C1(C)C=CC(S(O)(=O)=[O:33])=CC=1.[CH2:37]([OH:39])[CH3:38], predict the reaction product. The product is: [O:9]=[C:1]([C:2]1[CH:3]=[CH:4][N:5]=[CH:6][CH:7]=1)[CH2:38][C:37]([O:33][CH2:24][CH3:19])=[O:39].